This data is from Full USPTO retrosynthesis dataset with 1.9M reactions from patents (1976-2016). The task is: Predict the reactants needed to synthesize the given product. Given the product [NH:1]1[CH2:6][CH2:5][CH:4]([CH2:7][NH:8][C:9]([N:11]2[C:15]3[CH:16]=[CH:17][CH:18]=[CH:19][C:14]=3[N:13]([CH:20]([CH3:23])[CH3:21])[C:12]2=[O:22])=[O:10])[CH2:3][CH2:2]1.[O:35]1[CH:33]([CH2:32][O:31][C:28]2[CH:27]=[CH:26][CH:25]=[CH:30][CH:29]=2)[CH2:34]1, predict the reactants needed to synthesize it. The reactants are: [NH:1]1[CH2:6][CH2:5][CH:4]([CH2:7][NH:8][C:9]([N:11]2[C:15]3[CH:16]=[CH:17][CH:18]=[CH:19][C:14]=3[N:13]([CH2:20][CH3:21])[C:12]2=[O:22])=[O:10])[CH2:3][CH2:2]1.[CH3:23]O[C:25]1[CH:30]=[CH:29][C:28]([O:31][CH2:32][CH:33]2[O:35][CH2:34]2)=[CH:27][CH:26]=1.